The task is: Binary Classification. Given a T-cell receptor sequence (or CDR3 region) and an epitope sequence, predict whether binding occurs between them.. This data is from TCR-epitope binding with 47,182 pairs between 192 epitopes and 23,139 TCRs. (1) The epitope is FTISVTTEIL. The TCR CDR3 sequence is CASSGGAGTDGELFF. Result: 1 (the TCR binds to the epitope). (2) The epitope is YSEHPTFTSQY. The TCR CDR3 sequence is CSVEPLWSPEAFF. Result: 1 (the TCR binds to the epitope). (3) The epitope is FLPRVFSAV. The TCR CDR3 sequence is CASSPSGTEYSGANVLTF. Result: 0 (the TCR does not bind to the epitope). (4) The epitope is LPPAYTNSF. The TCR CDR3 sequence is CASSLTGTGDQETQYF. Result: 1 (the TCR binds to the epitope). (5) The epitope is GMFNMLSTVLGVS. The TCR CDR3 sequence is CASRPSGQLDEQFF. Result: 0 (the TCR does not bind to the epitope). (6) The epitope is FLNGSCGSV. The TCR CDR3 sequence is CASSPGPYEQFF. Result: 1 (the TCR binds to the epitope).